Task: Predict which catalyst facilitates the given reaction.. Dataset: Catalyst prediction with 721,799 reactions and 888 catalyst types from USPTO (1) Reactant: [C:1]([OH:8])(=[O:7])/[CH:2]=[CH:3]\[C:4]([OH:6])=[O:5].[CH3:9][N:10]([CH2:12][C@@H:13]1[CH2:18][CH2:17][CH2:16][CH2:15][C@H:14]1[C:19]1[CH:20]=[C:21]([OH:25])[CH:22]=[CH:23][CH:24]=1)[CH3:11]. Product: [C:1]([OH:8])(=[O:7])/[CH:2]=[CH:3]\[C:4]([OH:6])=[O:5].[CH3:11][N:10]([CH2:12][C@@H:13]1[CH2:18][CH2:17][CH2:16][CH2:15][C@H:14]1[C:19]1[CH:20]=[C:21]([OH:25])[CH:22]=[CH:23][CH:24]=1)[CH3:9]. The catalyst class is: 13. (2) Product: [OH:84][C@@H:85]1[C@@:110]2([CH3:111])[C:89](=[CH:90][CH:91]=[C:92]3[C@@H:109]2[CH2:108][CH2:107][C@@:106]2([CH3:112])[C@H:93]3[CH2:94][CH:95]=[C:96]2[C@H:97]([O:99][CH2:100][C@H:101]([OH:105])[CH:102]([CH3:104])[CH3:103])[CH3:98])[CH2:88][C@@H:87]([OH:113])[CH2:86]1. The catalyst class is: 207. Reactant: [Si](O[C@@H]1[C@@]2(C)C(=CC=C3[C@@H]2CC[C@@]2(C)[C@H]3CC=C2[C@H](O)C)C[C@@H](O[Si](C(C)(C)C)(C)C)C1)(C(C)(C)C)(C)C.CC(C)([O-])C.[K+].C1OCCOC2C(=CC=CC=2)OCCOCCOC2C(=CC=CC=2)OC1.O1[C@H](C(C)C)C1.[Si]([O:84][C@@H:85]1[C@@:110]2([CH3:111])[C:89](=[CH:90][CH:91]=[C:92]3[C@@H:109]2[CH2:108][CH2:107][C@@:106]2([CH3:112])[C@H:93]3[CH2:94][CH:95]=[C:96]2[C@H:97]([O:99][CH2:100][C@H:101]([OH:105])[CH:102]([CH3:104])[CH3:103])[CH3:98])[CH2:88][C@@H:87]([O:113][Si](C(C)(C)C)(C)C)[CH2:86]1)(C(C)(C)C)(C)C.[F-].C([N+](CCCC)(CCCC)CCCC)CCC. (3) Reactant: [C:1]([C:4]1([C:7]([O:9]CC)=O)[CH2:6][CH2:5]1)(=[O:3])[CH3:2].BrBr.[CH2:14]([NH2:21])[C:15]1[CH:20]=[CH:19][CH:18]=[CH:17][CH:16]=1. Product: [C:15]1([CH2:14][N:21]2[CH2:2][C:1](=[O:3])[C:4]3([CH2:5][CH2:6]3)[C:7]2=[O:9])[CH:20]=[CH:19][CH:18]=[CH:17][CH:16]=1. The catalyst class is: 14. (4) Reactant: Cl[C:2]1[N:7]=[C:6]([S:8][CH3:9])[C:5]([Cl:10])=[CH:4][N:3]=1.CCN(C(C)C)C(C)C.[NH2:20][C@@H:21]1[CH2:26][CH2:25][CH2:24][C@H:23]([C:27]([NH2:29])=[O:28])[CH2:22]1.C(OCC)(=O)C.CCCCCC. Product: [Cl:10][C:5]1[C:6]([S:8][CH3:9])=[N:7][C:2]([NH:20][C@@H:21]2[CH2:26][CH2:25][CH2:24][C@H:23]([C:27]([NH2:29])=[O:28])[CH2:22]2)=[N:3][CH:4]=1. The catalyst class is: 32. (5) Reactant: [OH-].[Na+].[Cl:3][C:4]1[CH:9]=[CH:8][C:7]([CH:10]2[CH2:19][C:18](=[O:20])[C:17]3[C:12](=[CH:13][CH:14]=[CH:15][CH:16]=3)[NH:11]2)=[CH:6][CH:5]=1.[N:21]1[CH:26]=[CH:25][C:24]([CH:27]=O)=[CH:23][CH:22]=1. Product: [Cl:3][C:4]1[CH:9]=[CH:8][C:7]([C:10]2[NH:11][C:12]3[C:17]([C:18](=[O:20])[C:19]=2[CH2:27][C:24]2[CH:25]=[CH:26][N:21]=[CH:22][CH:23]=2)=[CH:16][CH:15]=[CH:14][CH:13]=3)=[CH:6][CH:5]=1. The catalyst class is: 8. (6) Reactant: [Cl:1][C:2]1[CH:26]=[CH:25][C:5]([O:6][C:7]([N:9]([CH3:24])[C@H:10]2[CH2:15][CH2:14][C@H:13]([C:16]#[C:17][CH2:18]OS(C)(=O)=O)[CH2:12][CH2:11]2)=[O:8])=[CH:4][CH:3]=1.[CH2:27]([NH:29][CH2:30][CH2:31][O:32][CH3:33])[CH3:28]. Product: [Cl:1][C:2]1[CH:26]=[CH:25][C:5]([O:6][C:7](=[O:8])[N:9]([C@H:10]2[CH2:15][CH2:14][C@H:13]([C:16]#[C:17][CH2:18][N:29]([CH2:27][CH3:28])[CH2:30][CH2:31][O:32][CH3:33])[CH2:12][CH2:11]2)[CH3:24])=[CH:4][CH:3]=1. The catalyst class is: 5.